From a dataset of Forward reaction prediction with 1.9M reactions from USPTO patents (1976-2016). Predict the product of the given reaction. (1) Given the reactants [CH:1]1([CH2:6][CH:7]([C:11]2[CH:16]=[CH:15][C:14]([S:17]([CH3:20])(=[O:19])=[O:18])=[CH:13][CH:12]=2)[C:8]([OH:10])=O)[CH2:5][CH2:4][CH2:3][CH2:2]1.C(Cl)(=O)C(Cl)=O.C(N(CC)C(C)C)(C)C.[NH2:36][C:37]1[CH:46]=[CH:45][C:44]2[C:39](=[CH:40][CH:41]=[CH:42][CH:43]=2)[N:38]=1, predict the reaction product. The product is: [CH:1]1([CH2:6][CH:7]([C:11]2[CH:16]=[CH:15][C:14]([S:17]([CH3:20])(=[O:19])=[O:18])=[CH:13][CH:12]=2)[C:8]([NH:36][C:37]2[CH:46]=[CH:45][C:44]3[C:39](=[CH:40][CH:41]=[CH:42][CH:43]=3)[N:38]=2)=[O:10])[CH2:2][CH2:3][CH2:4][CH2:5]1. (2) Given the reactants [Cl:1][C:2]1[CH:3]=[C:4]([CH:18]=[CH:19][C:20]=1[O:21][CH3:22])[CH2:5][NH:6][C:7]1[C:12]([C:13]([OH:15])=[O:14])=[C:11]([Cl:16])[N:10]=[C:9]([Cl:17])[N:8]=1.[C:23](=O)([O-])O.[Na+].CI.C(OC(C)C)(C)C, predict the reaction product. The product is: [Cl:1][C:2]1[CH:3]=[C:4]([CH:18]=[CH:19][C:20]=1[O:21][CH3:22])[CH2:5][NH:6][C:7]1[C:12]([C:13]([O:15][CH3:23])=[O:14])=[C:11]([Cl:16])[N:10]=[C:9]([Cl:17])[N:8]=1. (3) Given the reactants [NH2:1][C:2]1[N:6]([CH3:7])[C:5](=[O:8])[C:4]([C:19]2[CH:24]=[CH:23][CH:22]=[C:21]([NH2:25])[CH:20]=2)([C:9]2[CH:14]=[CH:13][C:12]([O:15][CH:16]([F:18])[F:17])=[CH:11][CH:10]=2)[N:3]=1.[CH:26](=O)[CH2:27][CH3:28].C(O[BH-](OC(=O)C)OC(=O)C)(=O)C.[Na+].C(O)(=O)C.[Cl:48]C(Cl)C, predict the reaction product. The product is: [ClH:48].[NH2:1][C:2]1[N:6]([CH3:7])[C:5](=[O:8])[C:4]([C:9]2[CH:14]=[CH:13][C:12]([O:15][CH:16]([F:17])[F:18])=[CH:11][CH:10]=2)([C:19]2[CH:24]=[CH:23][CH:22]=[C:21]([NH:25][CH2:26][CH2:27][CH3:28])[CH:20]=2)[N:3]=1. (4) Given the reactants C(OC(=O)[NH:7][C@H:8]([CH2:13][N:14]([C:27]1[CH:32]=[CH:31][C:30](Br)=[CH:29][CH:28]=1)[C:15]([C@@H:17]1[CH2:19][C@H:18]1[C:20]1[CH:25]=[CH:24][CH:23]=[C:22]([F:26])[N:21]=1)=[O:16])[C@@H:9]([CH3:12])[CH2:10][CH3:11])(C)(C)C.[CH:35]#[C:36][CH2:37][CH2:38][CH3:39].CCCC[N+](CCCC)(CCCC)CCCC.[F-], predict the reaction product. The product is: [NH2:7][C@@H:8]([C@@H:9]([CH3:12])[CH2:10][CH3:11])[CH2:13][N:14]([C:27]1[CH:32]=[CH:31][C:30]([C:35]#[C:36][CH2:37][CH2:38][CH3:39])=[CH:29][CH:28]=1)[C:15]([C@H:17]1[CH2:19][C@@H:18]1[C:20]1[CH:25]=[CH:24][CH:23]=[C:22]([F:26])[N:21]=1)=[O:16]. (5) Given the reactants C[Si](C)(C)[CH:3]1[S:8][CH2:7][CH2:6][CH2:5][S:4]1.C([Li])CCC.[CH3:16][C:17]1([CH3:24])[CH2:22][CH2:21][C:20](=O)[CH2:19][CH2:18]1, predict the reaction product. The product is: [CH3:16][C:17]1([CH3:24])[CH2:22][CH2:21][C:20](=[C:3]2[S:8][CH2:7][CH2:6][CH2:5][S:4]2)[CH2:19][CH2:18]1. (6) Given the reactants [CH3:1][S:2]([C:5]1[CH:10]=[CH:9][C:8](O)=[CH:7][CH:6]=1)(=[O:4])=[O:3].C[CH2:13][OH:14].[ClH:15], predict the reaction product. The product is: [Cl:15][C:6]1[CH:7]=[CH:8][C:9]([O:14][CH3:13])=[CH:10][C:5]=1[S:2]([CH3:1])(=[O:4])=[O:3].[Cl:15][C:6]1[C:7]([O:14][CH3:13])=[CH:8][CH:9]=[CH:10][C:5]=1[S:2]([CH3:1])(=[O:4])=[O:3]. (7) Given the reactants [C@H:1]12[CH2:6][C@H:5]1[CH2:4][NH:3][C@@H:2]2[CH2:7][NH:8][C:9]([C:11]1[CH:12]=[CH:13][CH:14]=[C:15]2[O:19][CH:18]=[CH:17][C:16]=12)=[O:10].[F:20][C:21]([F:32])([F:31])[C:22]1[CH:23]=[C:24]([CH:28]=[CH:29][CH:30]=1)[C:25](O)=[O:26], predict the reaction product. The product is: [F:20][C:21]([F:31])([F:32])[C:22]1[CH:23]=[C:24]([CH:28]=[CH:29][CH:30]=1)[C:25]([N:3]1[CH2:4][C@H:5]2[C@H:1]([CH2:6]2)[C@H:2]1[CH2:7][NH:8][C:9]([C:11]1[CH:12]=[CH:13][CH:14]=[C:15]2[O:19][CH:18]=[CH:17][C:16]=12)=[O:10])=[O:26].